From a dataset of Full USPTO retrosynthesis dataset with 1.9M reactions from patents (1976-2016). Predict the reactants needed to synthesize the given product. (1) Given the product [ClH:44].[NH2:8][CH2:9][C:10]([NH:49][C@@H:48]([C:47]([O:46][CH3:45])=[O:53])[CH:50]([CH3:52])[CH3:51])=[O:11], predict the reactants needed to synthesize it. The reactants are: C([NH:8][CH2:9][C:10](O)=[O:11])C1C=CC=CC=1.CCN(C(C)C)C(C)C.CN(C(ON1N=NC2C=CC=CC1=2)=[N+](C)C)C.[B-](F)(F)(F)F.[ClH:44].[CH3:45][O:46][C:47](=[O:53])[C@@H:48]([CH:50]([CH3:52])[CH3:51])[NH2:49].OS([O-])(=O)=O.[K+].Cl.N1C=CC=CC=1. (2) Given the product [NH2:1][C:2]1[CH:7]=[CH:6][CH:5]=[CH:4][C:3]=1[NH:8][C:9](=[O:28])[C:10]1[CH:15]=[CH:14][C:13]([CH2:16][N:17]2[CH2:25][C:24]3[C:19](=[CH:20][CH:21]=[C:22]([C:31]4[CH:30]=[N:29][CH:34]=[CH:33][CH:32]=4)[CH:23]=3)[C:18]2=[O:27])=[CH:12][CH:11]=1, predict the reactants needed to synthesize it. The reactants are: [NH2:1][C:2]1[CH:7]=[CH:6][CH:5]=[CH:4][C:3]=1[NH:8][C:9](=[O:28])[C:10]1[CH:15]=[CH:14][C:13]([CH2:16][N:17]2[CH2:25][C:24]3[C:19](=[CH:20][CH:21]=[C:22](Br)[CH:23]=3)[C:18]2=[O:27])=[CH:12][CH:11]=1.[N:29]1[CH:34]=[CH:33][CH:32]=[C:31](B(O)O)[CH:30]=1. (3) The reactants are: [OH:1][C:2]([CH3:35])([CH3:34])[CH2:3][C@@:4]1([C:28]2[CH:33]=[CH:32][CH:31]=[CH:30][CH:29]=2)[O:9][C:8](=[O:10])[N:7]([C@H:11]([C:13]2[CH:18]=[CH:17][C:16](B3OC(C)(C)C(C)(C)O3)=[CH:15][CH:14]=2)[CH3:12])[CH2:6][CH2:5]1.Br[C:37]1[CH:42]=[CH:41][N:40]=[C:39]([N:43]2[CH2:48][CH2:47][O:46][CH2:45][CH2:44]2)[N:38]=1. Given the product [OH:1][C:2]([CH3:35])([CH3:34])[CH2:3][C@@:4]1([C:28]2[CH:33]=[CH:32][CH:31]=[CH:30][CH:29]=2)[O:9][C:8](=[O:10])[N:7]([C@H:11]([C:13]2[CH:14]=[CH:15][C:16]([C:41]3[CH:42]=[CH:37][N:38]=[C:39]([N:43]4[CH2:48][CH2:47][O:46][CH2:45][CH2:44]4)[N:40]=3)=[CH:17][CH:18]=2)[CH3:12])[CH2:6][CH2:5]1, predict the reactants needed to synthesize it.